From a dataset of Full USPTO retrosynthesis dataset with 1.9M reactions from patents (1976-2016). Predict the reactants needed to synthesize the given product. (1) Given the product [Cl:21][C:20]1[C:15]2[N:14]=[C:13]3[N:8]([C:5]4[CH:6]=[CH:7][C:2]([S:33]([CH3:32])(=[O:35])=[O:34])=[CH:3][C:4]=4[CH3:31])[CH2:9][CH2:10][CH2:11][N:12]3[C:16]=2[C:17]([CH:22]([O:27][CH:28]([F:29])[F:30])[C:23]([F:24])([F:25])[F:26])=[CH:18][CH:19]=1, predict the reactants needed to synthesize it. The reactants are: Br[C:2]1[CH:7]=[CH:6][C:5]([N:8]2[C:13]3=[N:14][C:15]4[C:20]([Cl:21])=[CH:19][CH:18]=[C:17]([CH:22]([O:27][CH:28]([F:30])[F:29])[C:23]([F:26])([F:25])[F:24])[C:16]=4[N:12]3[CH2:11][CH2:10][CH2:9]2)=[C:4]([CH3:31])[CH:3]=1.[CH3:32][S:33]([O-:35])=[O:34].[Na+].N1CCC[C@H]1C(O)=O.[OH-].[Na+].[Cl-].[NH4+]. (2) The reactants are: Br[C:2]1[CH:3]=[CH:4][C:5]([C:8]2[CH2:12][CH:11]([C:13]([OH:16])([CH3:15])[CH3:14])[O:10][N:9]=2)=[N:6][CH:7]=1.[F:17][C:18]1[CH:19]=[C:20]([N:38]2[CH2:42][C@H:41]([CH2:43][N:44]3[CH:48]=[CH:47][N:46]=[N:45]3)[O:40][C:39]2=[O:49])[CH:21]=[CH:22][C:23]=1C1C=[N+]([O-])C(C2CC(CO)ON=2)=CC=1.C(=O)([O-])[O-].[K+].[K+]. Given the product [F:17][C:18]1[CH:19]=[C:20]([N:38]2[CH2:42][C@H:41]([CH2:43][N:44]3[CH:48]=[CH:47][N:46]=[N:45]3)[O:40][C:39]2=[O:49])[CH:21]=[CH:22][C:23]=1[C:2]1[CH:7]=[N:6][C:5]([C:8]2[CH2:12][CH:11]([C:13]([OH:16])([CH3:15])[CH3:14])[O:10][N:9]=2)=[CH:4][CH:3]=1, predict the reactants needed to synthesize it.